From a dataset of Catalyst prediction with 721,799 reactions and 888 catalyst types from USPTO. Predict which catalyst facilitates the given reaction. Reactant: [N+:1]([C:4]1[CH:9]=[CH:8][C:7]([C:10]2[CH2:15][CH2:14][CH:13]([NH:16][C:17](=[O:23])[O:18][C:19]([CH3:22])([CH3:21])[CH3:20])[CH2:12][CH:11]=2)=[CH:6][CH:5]=1)([O-])=O.O.O.O.O.O.O.O.O.O.[S-2].[Na+].[Na+]. Product: [NH2:1][C:4]1[CH:9]=[CH:8][C:7]([C:10]2[CH2:15][CH2:14][CH:13]([NH:16][C:17](=[O:23])[O:18][C:19]([CH3:21])([CH3:20])[CH3:22])[CH2:12][CH:11]=2)=[CH:6][CH:5]=1. The catalyst class is: 40.